From a dataset of Reaction yield outcomes from USPTO patents with 853,638 reactions. Predict the reaction yield, written as a fraction of the theoretical maximum amount of product (1.0 means a 100% yield; for example, 0.34 means a 34% yield). The reactants are [O:1]=[C:2]1[CH2:6][CH2:5][CH2:4][N:3]1[C@@H:7]1[CH2:12][CH2:11][C@H:10]([O:13]C(=O)C2C=CC([N+]([O-])=O)=CC=2)[CH2:9][CH2:8]1.C(=O)([O-])[O-].[K+].[K+]. The catalyst is CO.O. The product is [OH:13][C@@H:10]1[CH2:9][CH2:8][C@H:7]([N:3]2[CH2:4][CH2:5][CH2:6][C:2]2=[O:1])[CH2:12][CH2:11]1. The yield is 0.830.